From a dataset of Peptide-MHC class I binding affinity with 185,985 pairs from IEDB/IMGT. Regression. Given a peptide amino acid sequence and an MHC pseudo amino acid sequence, predict their binding affinity value. This is MHC class I binding data. (1) The peptide sequence is ARADGILRF. The MHC is HLA-A01:01 with pseudo-sequence HLA-A01:01. The binding affinity (normalized) is 0.0847. (2) The peptide sequence is SFSTTINYTL. The MHC is HLA-A24:02 with pseudo-sequence HLA-A24:02. The binding affinity (normalized) is 0.382. (3) The MHC is HLA-A02:12 with pseudo-sequence HLA-A02:12. The binding affinity (normalized) is 0.530. The peptide sequence is VVPYEPPEV. (4) The peptide sequence is RQGKTPLTL. The MHC is HLA-B46:01 with pseudo-sequence HLA-B46:01. The binding affinity (normalized) is 0.0847. (5) The peptide sequence is TLFVEECLR. The MHC is HLA-A33:01 with pseudo-sequence HLA-A33:01. The binding affinity (normalized) is 0.588. (6) The peptide sequence is TEDDWITYI. The MHC is HLA-A26:01 with pseudo-sequence HLA-A26:01. The binding affinity (normalized) is 0.0847. (7) The MHC is HLA-A68:02 with pseudo-sequence HLA-A68:02. The binding affinity (normalized) is 0.0534. The peptide sequence is AIIRILQQL. (8) The peptide sequence is DTIEIRGVL. The MHC is HLA-A02:02 with pseudo-sequence HLA-A02:02. The binding affinity (normalized) is 0.0687.